This data is from Reaction yield outcomes from USPTO patents with 853,638 reactions. The task is: Predict the reaction yield, written as a fraction of the theoretical maximum amount of product (1.0 means a 100% yield; for example, 0.34 means a 34% yield). (1) The reactants are [NH:1]1[C:9]2[C:4](=[CH:5][C:6]([C:10]3[S:14][C:13]([C:15]4[CH:16]=[C:17]([NH2:21])[CH:18]=[N:19][CH:20]=4)=[CH:12][CH:11]=3)=[CH:7][CH:8]=2)[CH:3]=[CH:2]1.[F:22][C:23]1[CH:28]=[C:27]([F:29])[CH:26]=[CH:25][C:24]=1[S:30](Cl)(=[O:32])=[O:31]. No catalyst specified. The product is [NH:1]1[C:9]2[C:4](=[CH:5][C:6]([C:10]3[S:14][C:13]([C:15]4[CH:16]=[C:17]([NH:21][S:30]([C:24]5[CH:25]=[CH:26][C:27]([F:29])=[CH:28][C:23]=5[F:22])(=[O:32])=[O:31])[CH:18]=[N:19][CH:20]=4)=[CH:12][CH:11]=3)=[CH:7][CH:8]=2)[CH:3]=[CH:2]1. The yield is 0.800. (2) The reactants are Cl.[CH:2]12[CH2:7][CH:6]1[CH2:5][NH:4][CH2:3]2.CC(C)=O.[C-]#N.[K+].CN(C)[C:17]1([C:22]#[N:23])[CH2:21]CC[CH2:18]1. The catalyst is O. The product is [CH:2]12[CH2:7][CH:6]1[CH2:5][N:4]([C:17]([CH3:21])([CH3:18])[C:22]#[N:23])[CH2:3]2. The yield is 0.840. (3) The reactants are ClC1C(=O)C(C#N)=C(C#N)C(=O)C=1Cl.[OH:15][CH:16]([C:30]1[CH:35]=[CH:34][C:33]([OH:36])=[C:32]([O:37][CH3:38])[CH:31]=1)[CH2:17][N:18]([CH3:29])[C:19](=[O:28])/[CH:20]=[CH:21]/[C:22]1[CH:23]=[N:24][CH:25]=[CH:26][CH:27]=1. The catalyst is O1CCOCC1. The product is [CH3:29][N:18]([CH2:17][C:16]([C:30]1[CH:35]=[CH:34][C:33]([OH:36])=[C:32]([O:37][CH3:38])[CH:31]=1)=[O:15])[C:19](=[O:28])/[CH:20]=[CH:21]/[C:22]1[CH:23]=[N:24][CH:25]=[CH:26][CH:27]=1. The yield is 0.560. (4) The reactants are [CH3:1][O:2][C:3]1[CH:12]=[C:11]2[C:6]([C:7](=[O:22])[C:8]([C:14]3[CH:19]=[CH:18][C:17]([O:20][CH3:21])=[CH:16][CH:15]=3)([CH3:13])[CH2:9][S:10]2)=[CH:5][CH:4]=1.[BH4-].[Na+].[NH4+].[Cl-]. The catalyst is C1COCC1.CCO. The product is [OH:22][CH:7]1[C:6]2[C:11](=[CH:12][C:3]([O:2][CH3:1])=[CH:4][CH:5]=2)[S:10][CH2:9][C:8]1([C:14]1[CH:15]=[CH:16][C:17]([O:20][CH3:21])=[CH:18][CH:19]=1)[CH3:13]. The yield is 0.840.